This data is from Peptide-MHC class II binding affinity with 134,281 pairs from IEDB. The task is: Regression. Given a peptide amino acid sequence and an MHC pseudo amino acid sequence, predict their binding affinity value. This is MHC class II binding data. (1) The peptide sequence is RNEVVNDVSTYASGK. The MHC is HLA-DQA10101-DQB10501 with pseudo-sequence HLA-DQA10101-DQB10501. The binding affinity (normalized) is 0.0762. (2) The peptide sequence is PGVVYCQDSLAKISQ. The MHC is DRB1_0101 with pseudo-sequence DRB1_0101. The binding affinity (normalized) is 0.685. (3) The peptide sequence is EKKYFAATQGEPLAA. The MHC is HLA-DQA10501-DQB10201 with pseudo-sequence HLA-DQA10501-DQB10201. The binding affinity (normalized) is 0.584. (4) The peptide sequence is FSGVAATESAYLAYR. The MHC is DRB1_1602 with pseudo-sequence DRB1_1602. The binding affinity (normalized) is 0.615. (5) The binding affinity (normalized) is 0.212. The MHC is HLA-DPA10201-DPB10501 with pseudo-sequence HLA-DPA10201-DPB10501. The peptide sequence is IQLKCSDSMPCKDIK. (6) The peptide sequence is GVFIHNDVEAWMDRYKYY. The MHC is DRB1_0101 with pseudo-sequence DRB1_0101. The binding affinity (normalized) is 0.219. (7) The peptide sequence is YDKFLAYVSTVLTGK. The MHC is DRB1_1302 with pseudo-sequence DRB1_1302. The binding affinity (normalized) is 0.586. (8) The peptide sequence is LDAAYSVAYKAAVGA. The MHC is DRB3_0202 with pseudo-sequence DRB3_0202. The binding affinity (normalized) is 0.343. (9) The peptide sequence is KLVLDIKYTRPGDSL. The MHC is HLA-DPA10201-DPB10101 with pseudo-sequence HLA-DPA10201-DPB10101. The binding affinity (normalized) is 0.237.